From a dataset of Reaction yield outcomes from USPTO patents with 853,638 reactions. Predict the reaction yield, written as a fraction of the theoretical maximum amount of product (1.0 means a 100% yield; for example, 0.34 means a 34% yield). (1) The reactants are [CH3:1][O:2][C:3]1[CH:8]=[C:7]([CH3:9])[CH:6]=[C:5]([O:10][CH3:11])[CH:4]=1.[B-](F)(F)(F)[F:13].[B-](F)(F)(F)F.C1[N+]2(CCl)CC[N+](F)(CC2)C1. The catalyst is C(#N)C. The product is [F:13][C:8]1[C:7]([CH3:9])=[CH:6][C:5]([O:10][CH3:11])=[CH:4][C:3]=1[O:2][CH3:1]. The yield is 0.340. (2) The reactants are [CH3:1][CH:2]([CH3:9])[CH2:3][CH2:4][S:5]([NH2:8])(=[O:7])=[O:6].ClC(Cl)(O[C:14](=[O:20])[O:15][C:16](Cl)(Cl)Cl)Cl.[Cl:22][C:23]1[CH:40]=[C:39]([Cl:41])[CH:38]=[CH:37][C:24]=1[CH2:25][N:26]1[C:30](CO)=[CH:29][C:28]([O:33][CH:34]([CH3:36])[CH3:35])=[N:27]1.C(N(CC)C(C)C)(C)C. The catalyst is CN(C)C1C=CN=CC=1.O1CCCC1.C1(C)C=CC=CC=1.N1C=CC=CC=1. The product is [CH3:1][CH:2]([CH3:9])[CH2:3][CH2:4][S:5]([NH:8][C:14](=[O:20])[O:15][CH2:16][C:30]1[N:26]([CH2:25][C:24]2[CH:37]=[CH:38][C:39]([Cl:41])=[CH:40][C:23]=2[Cl:22])[N:27]=[C:28]([O:33][CH:34]([CH3:36])[CH3:35])[CH:29]=1)(=[O:7])=[O:6]. The yield is 0.340. (3) The reactants are [NH2:1][C:2]1[C:3]2[C:10]([C:11]3[CH:16]=[CH:15][C:14]([O:17][CH2:18][C:19]4[CH:24]=[CH:23][CH:22]=[CH:21][CH:20]=4)=[CH:13][CH:12]=3)=[CH:9][N:8]([CH:25]3[CH2:30][CH2:29][C:28](=O)[CH2:27][CH2:26]3)[C:4]=2[N:5]=[CH:6][N:7]=1.[CH3:32][N:33]1[CH2:38][CH2:37][NH:36][CH2:35][CH2:34]1.C(O)(=O)C.C(O[BH-](OC(=O)C)OC(=O)C)(=O)C.[Na+].[Na].C(=O)(O)[O-].[Na+]. The catalyst is ClC(Cl)C.O. The product is [CH2:18]([O:17][C:14]1[CH:13]=[CH:12][C:11]([C:10]2[C:3]3[C:2]([NH2:1])=[N:7][CH:6]=[N:5][C:4]=3[N:8]([C@H:25]3[CH2:26][CH2:27][C@@H:28]([N:36]4[CH2:37][CH2:38][N:33]([CH3:32])[CH2:34][CH2:35]4)[CH2:29][CH2:30]3)[CH:9]=2)=[CH:16][CH:15]=1)[C:19]1[CH:24]=[CH:23][CH:22]=[CH:21][CH:20]=1. The yield is 0.560. (4) The reactants are Cl.[NH2:2][C@@H:3]1[CH2:12][CH2:11][CH2:10][C:9]2[C:8]([C:13]3[N:17]=[C:16]([C:18]4[CH:19]=[CH:20][C:21]([O:26][CH:27]([CH3:29])[CH3:28])=[C:22]([CH:25]=4)[C:23]#[N:24])[O:15][N:14]=3)=[CH:7][CH:6]=[CH:5][C:4]1=2.[C:30](Cl)(=[O:32])[CH3:31].CCN(CC)CC. The catalyst is C(Cl)Cl. The product is [C:23]([C:22]1[CH:25]=[C:18]([C:16]2[O:15][N:14]=[C:13]([C:8]3[CH:7]=[CH:6][CH:5]=[C:4]4[C:9]=3[CH2:10][CH2:11][CH2:12][C@H:3]4[NH:2][C:30](=[O:32])[CH3:31])[N:17]=2)[CH:19]=[CH:20][C:21]=1[O:26][CH:27]([CH3:29])[CH3:28])#[N:24]. The yield is 0.560. (5) The reactants are [Cl:1][C:2]1[CH:3]=[C:4]([C:14](=O)[CH3:15])[CH:5]=[N:6][C:7]=1[O:8][CH2:9][C:10]([F:13])([F:12])[F:11].[CH3:17][C:18]([S@:21]([NH2:23])=[O:22])([CH3:20])[CH3:19]. No catalyst specified. The product is [Cl:1][C:2]1[CH:3]=[C:4]([CH:14]([NH:23][S@@:21]([C:18]([CH3:20])([CH3:19])[CH3:17])=[O:22])[CH3:15])[CH:5]=[N:6][C:7]=1[O:8][CH2:9][C:10]([F:13])([F:12])[F:11]. The yield is 0.570. (6) The reactants are [C:1]([N:4]1[C@@H:10]([CH3:11])[C@H:9]([NH:12][C:13](=[O:25])[C@@H:14]([N:16](C)[C:17](=O)OC(C)(C)C)[CH3:15])[C:8](=[O:26])[N:7]([CH2:27][C:28]2[C:37]3[C:32](=[CH:33][CH:34]=[CH:35][CH:36]=3)[CH:31]=[CH:30][C:29]=2[O:38][CH3:39])[C:6]2[CH:40]=[CH:41][C:42]([C:44]#[N:45])=[CH:43][C:5]1=2)(=[O:3])[CH3:2].[ClH:46]. The catalyst is O1CCOCC1.CCOCC. The product is [ClH:46].[C:1]([N:4]1[C@@H:10]([CH3:11])[C@H:9]([NH:12][C:13](=[O:25])[C@@H:14]([NH:16][CH3:17])[CH3:15])[C:8](=[O:26])[N:7]([CH2:27][C:28]2[C:37]3[C:32](=[CH:33][CH:34]=[CH:35][CH:36]=3)[CH:31]=[CH:30][C:29]=2[O:38][CH3:39])[C:6]2[CH:40]=[CH:41][C:42]([C:44]#[N:45])=[CH:43][C:5]1=2)(=[O:3])[CH3:2]. The yield is 0.800. (7) The reactants are [C:1]1([C:7]2[CH:23]=[CH:22][C:10]([O:11][C:12]3[CH:13]=[C:14](C#N)[C:15](=[CH:18][CH:19]=3)C#N)=[CH:9][CH:8]=2)[CH:6]=[CH:5][CH:4]=[CH:3][CH:2]=1.S(=O)(=O)(O)[OH:25].[C:29]([OH:32])(=[O:31])[CH3:30]. No catalyst specified. The product is [C:1]1([C:7]2[CH:23]=[CH:22][C:10]([O:11][C:12]3[CH:13]=[C:14]4[C:15](=[O:25])[O:32][C:29](=[O:31])[C:30]4=[CH:18][CH:19]=3)=[CH:9][CH:8]=2)[CH:6]=[CH:5][CH:4]=[CH:3][CH:2]=1. The yield is 0.990. (8) The reactants are [NH2:1][C@H:2]1[C:11]2[C:6](=[CH:7][CH:8]=[CH:9][CH:10]=2)[N:5]([C:12](=[O:14])[CH3:13])[C@@H:4]([CH3:15])[C@@H:3]1[CH3:16].CN(C1C(C2C(P(C3CCCCC3)C3CCCCC3)=CC=CC=2)=CC=CC=1)C.CC(C)([O-])C.[Na+].Br[C:52]1[CH:57]=[CH:56][C:55]([O:58][CH3:59])=[CH:54][CH:53]=1. The catalyst is O1CCOCC1.C1C=CC(/C=C/C(/C=C/C2C=CC=CC=2)=O)=CC=1.C1C=CC(/C=C/C(/C=C/C2C=CC=CC=2)=O)=CC=1.C1C=CC(/C=C/C(/C=C/C2C=CC=CC=2)=O)=CC=1.[Pd].[Pd]. The product is [CH3:59][O:58][C:55]1[CH:56]=[CH:57][C:52]([NH:1][C@H:2]2[C:11]3[C:6](=[CH:7][CH:8]=[CH:9][CH:10]=3)[N:5]([C:12](=[O:14])[CH3:13])[C@@H:4]([CH3:15])[C@@H:3]2[CH3:16])=[CH:53][CH:54]=1. The yield is 0.327. (9) The reactants are [CH3:1][C:2]([C:4]1[CH:9]=[CH:8][CH:7]=[C:6]([N+:10]([O-:12])=[O:11])[CH:5]=1)=[O:3].CO[CH:15](OC)[N:16]([CH3:18])[CH3:17]. No catalyst specified. The product is [CH3:15][N:16]([CH3:18])[CH:17]=[CH:1][C:2]([C:4]1[CH:9]=[CH:8][CH:7]=[C:6]([N+:10]([O-:12])=[O:11])[CH:5]=1)=[O:3]. The yield is 0.790. (10) The reactants are [CH3:1][N:2]([CH3:7])[CH2:3][C:4](O)=[O:5].O=C1N(P(Cl)(N2CCOC2=O)=O)CCO1.CCN(CC)CC.[F:30][C:31]([F:36])([F:35])[C:32]([OH:34])=[O:33].[CH3:37][C:38]1([CH3:66])[CH2:43][CH2:42][C:41]([C:44]2[N:49]=[C:48]([CH:50]3[CH2:55][CH2:54][NH:53][CH2:52][CH2:51]3)[CH:47]=[CH:46][C:45]=2[NH:56][C:57]([C:59]2[NH:60][CH:61]=[C:62]([C:64]#[N:65])[N:63]=2)=[O:58])=[CH:40][CH2:39]1. The catalyst is C(Cl)Cl. The product is [F:30][C:31]([F:36])([F:35])[C:32]([OH:34])=[O:33].[CH3:1][N:2]([CH3:7])[CH2:3][C:4]([N:53]1[CH2:54][CH2:55][CH:50]([C:48]2[CH:47]=[CH:46][C:45]([NH:56][C:57]([C:59]3[NH:60][CH:61]=[C:62]([C:64]#[N:65])[N:63]=3)=[O:58])=[C:44]([C:41]3[CH2:42][CH2:43][C:38]([CH3:66])([CH3:37])[CH2:39][CH:40]=3)[N:49]=2)[CH2:51][CH2:52]1)=[O:5]. The yield is 0.530.